Predict the reaction yield, written as a fraction of the theoretical maximum amount of product (1.0 means a 100% yield; for example, 0.34 means a 34% yield). From a dataset of Reaction yield outcomes from USPTO patents with 853,638 reactions. (1) The reactants are [C:9](O[C:9]([O:11][C:12]([CH3:15])([CH3:14])[CH3:13])=[O:10])([O:11][C:12]([CH3:15])([CH3:14])[CH3:13])=[O:10].[NH:16]1[CH2:21][CH2:20][O:19][C@H:18]([CH2:22][OH:23])[CH2:17]1.C(N(CC)CC)C. The catalyst is ClCCl. The product is [OH:23][CH2:22][C@H:18]1[O:19][CH2:20][CH2:21][N:16]([C:9]([O:11][C:12]([CH3:13])([CH3:14])[CH3:15])=[O:10])[CH2:17]1. The yield is 0.850. (2) The reactants are [CH2:1]([O:3][C:4]1[CH:5]=[C:6]([N:13]2[CH2:18][CH2:17][N:16]([CH:19]([CH3:21])[CH3:20])[CH2:15][CH2:14]2)[CH:7]=[CH:8][C:9]=1[N+:10]([O-])=O)[CH3:2].[BH4-].[Na+]. The catalyst is O.O.O.O.O.O.[Ni](Cl)Cl.CO.C1COCC1. The product is [CH2:1]([O:3][C:4]1[CH:5]=[C:6]([N:13]2[CH2:14][CH2:15][N:16]([CH:19]([CH3:21])[CH3:20])[CH2:17][CH2:18]2)[CH:7]=[CH:8][C:9]=1[NH2:10])[CH3:2]. The yield is 0.930. (3) The reactants are [C:1]([C:6]1[CH:11]=[CH:10][C:9]([S:12](Cl)(=[O:14])=[O:13])=[CH:8][CH:7]=1)([CH2:4]C)([CH3:3])C.[CH3:16][C:17]1[CH:21]=[C:20]([NH2:22])[N:19]([C:23]2[CH:32]=[CH:31][CH:30]=[C:29]3[C:24]=2[CH:25]=[CH:26][CH:27]=[N:28]3)[N:18]=1.ClCCl. The catalyst is N1C=CC=CC=1. The product is [CH:1]([C:6]1[CH:7]=[CH:8][C:9]([S:12]([NH:22][C:20]2[N:19]([C:23]3[CH:32]=[CH:31][CH:30]=[C:29]4[C:24]=3[CH:25]=[CH:26][CH:27]=[N:28]4)[N:18]=[C:17]([CH3:16])[CH:21]=2)(=[O:13])=[O:14])=[CH:10][CH:11]=1)([CH3:3])[CH3:4]. The yield is 0.500.